From a dataset of Retrosynthesis with 50K atom-mapped reactions and 10 reaction types from USPTO. Predict the reactants needed to synthesize the given product. Given the product CCOc1ccc(-c2ccc(C#N)cc2)cc1C=O, predict the reactants needed to synthesize it. The reactants are: CCOc1ccc(Br)cc1C=O.N#Cc1ccc(B(O)O)cc1.